This data is from Forward reaction prediction with 1.9M reactions from USPTO patents (1976-2016). The task is: Predict the product of the given reaction. (1) The product is: [CH2:10]([O:9][C:7]([NH:6]/[C:5](=[CH:29]\[C:26]1[S:27][CH:28]=[C:24]([Br:23])[CH:25]=1)/[C:3]([O:2][CH3:1])=[O:4])=[O:8])[C:11]1[CH:12]=[CH:13][CH:14]=[CH:15][CH:16]=1. Given the reactants [CH3:1][O:2][C:3]([CH:5](P(OC)(OC)=O)[NH:6][C:7]([O:9][CH2:10][C:11]1[CH:16]=[CH:15][CH:14]=[CH:13][CH:12]=1)=[O:8])=[O:4].[Br:23][C:24]1[CH:25]=[C:26]([CH:29]=O)[S:27][CH:28]=1.C1CCN2C(=NCCC2)CC1, predict the reaction product. (2) Given the reactants [NH2:1][C:2]1[CH:24]=[CH:23][C:5]([O:6][C:7]2[CH:12]=[CH:11][N:10]=[C:9]([NH:13][C:14]([N:16]3[CH2:21][CH2:20][N:19]([CH3:22])[CH2:18][CH2:17]3)=[O:15])[CH:8]=2)=[C:4]([F:25])[CH:3]=1.[C:26]1([CH2:32][C:33]([N:35]=[C:36]=[O:37])=[O:34])[CH:31]=[CH:30][CH:29]=[CH:28][CH:27]=1.C(OCC)C, predict the reaction product. The product is: [F:25][C:4]1[CH:3]=[C:2]([NH:1][C:36]([NH:35][C:33](=[O:34])[CH2:32][C:26]2[CH:27]=[CH:28][CH:29]=[CH:30][CH:31]=2)=[O:37])[CH:24]=[CH:23][C:5]=1[O:6][C:7]1[CH:12]=[CH:11][N:10]=[C:9]([NH:13][C:14]([N:16]2[CH2:17][CH2:18][N:19]([CH3:22])[CH2:20][CH2:21]2)=[O:15])[CH:8]=1. (3) Given the reactants [Cl-].[C:2]([CH:7]1[CH2:12][CH2:11][NH+:10]([CH2:13][C:14]2[CH:19]=[CH:18][CH:17]=[CH:16][CH:15]=2)[CH2:9][C:8]1=[O:20])(=[O:6])[CH2:3][CH2:4][CH3:5].[H-].[Na+].C1C=CC(N([S:30]([C:33]([F:36])([F:35])[F:34])(=[O:32])=[O:31])[S:30]([C:33]([F:36])([F:35])[F:34])(=[O:32])=[O:31])=CC=1, predict the reaction product. The product is: [F:34][C:33]([F:36])([F:35])[S:30]([O:20][C:8]1[CH2:9][N:10]([CH2:13][C:14]2[CH:15]=[CH:16][CH:17]=[CH:18][CH:19]=2)[CH2:11][CH2:12][C:7]=1[C:2](=[O:6])[CH2:3][CH2:4][CH3:5])(=[O:32])=[O:31]. (4) Given the reactants [NH2:1][C:2]1[CH:3]=[CH:4][C:5]([O:19][CH3:20])=[C:6]([N:8]([CH2:14][CH2:15][CH2:16][CH2:17][OH:18])[CH2:9][CH2:10][CH2:11][CH2:12][OH:13])[CH:7]=1.C(N(CC)CC)C.[CH3:28][CH:29]([CH2:34][C:35]([CH3:38])([CH3:37])[CH3:36])[CH2:30][C:31](Cl)=[O:32].CO, predict the reaction product. The product is: [OH:18][CH2:17][CH2:16][CH2:15][CH2:14][N:8]([CH2:9][CH2:10][CH2:11][CH2:12][OH:13])[C:6]1[CH:7]=[C:2]([NH:1][C:31](=[O:32])[CH2:30][CH:29]([CH3:28])[CH2:34][C:35]([CH3:38])([CH3:37])[CH3:36])[CH:3]=[CH:4][C:5]=1[O:19][CH3:20]. (5) Given the reactants [I:1][C:2]1[C:10]2[C:5](=[CH:6][C:7]([C:11]([F:14])([F:13])[F:12])=[CH:8][CH:9]=2)[NH:4][N:3]=1.[CH3:15]C([O-])(C)C.[K+].IC.O, predict the reaction product. The product is: [I:1][C:2]1[C:10]2[C:5](=[CH:6][C:7]([C:11]([F:13])([F:12])[F:14])=[CH:8][CH:9]=2)[N:4]([CH3:15])[N:3]=1.